Dataset: Full USPTO retrosynthesis dataset with 1.9M reactions from patents (1976-2016). Task: Predict the reactants needed to synthesize the given product. (1) Given the product [NH2:15][C:10]1[O:11][CH2:12][C@H:13]([F:14])[C@:8]([C:6]2[CH:7]=[C:2]([NH:1][C:29]([C:26]3[CH:25]=[CH:24][C:23]([O:22][CH2:21][CH:18]4[CH2:20][CH2:19]4)=[CH:28][N:27]=3)=[O:30])[CH:3]=[CH:4][C:5]=2[F:17])([CH3:16])[N:9]=1, predict the reactants needed to synthesize it. The reactants are: [NH2:1][C:2]1[CH:3]=[CH:4][C:5]([F:17])=[C:6]([C@:8]2([CH3:16])[C@@H:13]([F:14])[CH2:12][O:11][C:10]([NH2:15])=[N:9]2)[CH:7]=1.[CH:18]1([CH2:21][O:22][C:23]2[CH:24]=[CH:25][C:26]([C:29](O)=[O:30])=[N:27][CH:28]=2)[CH2:20][CH2:19]1. (2) Given the product [CH2:3]([N:10]([CH2:29][CH2:30][CH:31]([OH:38])[C:32]1[CH:33]=[CH:34][CH:35]=[CH:36][CH:37]=1)[CH2:11][CH2:12][C:13]1[CH:28]=[CH:27][C:16]([O:17][C:18]2[CH:26]=[CH:25][C:21]([C:22]([NH2:24])=[O:23])=[CH:20][N:19]=2)=[CH:15][CH:14]=1)[C:4]1[CH:9]=[CH:8][CH:7]=[CH:6][CH:5]=1, predict the reactants needed to synthesize it. The reactants are: CO.[CH2:3]([N:10]([CH2:29][CH2:30][C:31](=[O:38])[C:32]1[CH:37]=[CH:36][CH:35]=[CH:34][CH:33]=1)[CH2:11][CH2:12][C:13]1[CH:28]=[CH:27][C:16]([O:17][C:18]2[CH:26]=[CH:25][C:21]([C:22]([NH2:24])=[O:23])=[CH:20][N:19]=2)=[CH:15][CH:14]=1)[C:4]1[CH:9]=[CH:8][CH:7]=[CH:6][CH:5]=1.[BH4-].[Na+]. (3) Given the product [CH3:17][NH:18][C:10]([C:9]([NH:8][C:6](=[O:7])[O:5][C:1]([CH3:4])([CH3:3])[CH3:2])([CH2:15][CH3:16])[CH2:13][CH3:14])=[O:11], predict the reactants needed to synthesize it. The reactants are: [C:1]([O:5][C:6]([NH:8][C:9]([CH2:15][CH3:16])([CH2:13][CH3:14])[C:10](O)=[O:11])=[O:7])([CH3:4])([CH3:3])[CH3:2].[CH3:17][N:18](C(ON1N=NC2C=CC=CC1=2)=[N+](C)C)C.F[P-](F)(F)(F)(F)F.CCN(CC)CC.Cl.CN.